From a dataset of Reaction yield outcomes from USPTO patents with 853,638 reactions. Predict the reaction yield, written as a fraction of the theoretical maximum amount of product (1.0 means a 100% yield; for example, 0.34 means a 34% yield). (1) The reactants are I[C:2]1[CH:7]=[CH:6][C:5]([N:8]2[CH2:13][CH2:12][C:11]3[C:14]([S:25]([CH3:28])(=[O:27])=[O:26])=[N:15][N:16]([C:17]4[CH:22]=[CH:21][C:20]([O:23][CH3:24])=[CH:19][CH:18]=4)[C:10]=3[C:9]2=[O:29])=[CH:4][CH:3]=1.C(OC([N:40]1[CH2:45][CH2:44][NH:43][C:42](=[O:46])[CH2:41]1)=O)C1C=CC=CC=1.C([O-])([O-])=O.[K+].[K+].CS(C)=O. The catalyst is CCOC(C)=O.O.[Cu]I. The product is [CH3:24][O:23][C:20]1[CH:21]=[CH:22][C:17]([N:16]2[C:10]3[C:9](=[O:29])[N:8]([C:5]4[CH:6]=[CH:7][C:2]([N:43]5[CH2:44][CH2:45][NH:40][CH2:41][C:42]5=[O:46])=[CH:3][CH:4]=4)[CH2:13][CH2:12][C:11]=3[C:14]([S:25]([CH3:28])(=[O:27])=[O:26])=[N:15]2)=[CH:18][CH:19]=1. The yield is 0.270. (2) The reactants are [CH2:1]1[C:3]2([CH2:7][C@@H:6]([CH2:8][OH:9])[NH:5][CH2:4]2)[CH2:2]1.[C:10](O[C:10]([O:12][C:13]([CH3:16])([CH3:15])[CH3:14])=[O:11])([O:12][C:13]([CH3:16])([CH3:15])[CH3:14])=[O:11]. The catalyst is C(Cl)Cl.CCOC(C)=O. The product is [OH:9][CH2:8][C@@H:6]1[CH2:7][C:3]2([CH2:2][CH2:1]2)[CH2:4][N:5]1[C:10]([O:12][C:13]([CH3:16])([CH3:15])[CH3:14])=[O:11]. The yield is 0.790. (3) The reactants are O=[C:2]([CH3:20])[CH2:3][NH:4][C:5](=[O:19])[C:6]([NH:8][C:9]1[CH:14]=[CH:13][CH:12]=[C:11]([C:15]([F:18])([F:17])[F:16])[CH:10]=1)=[O:7]. The catalyst is S(=O)(=O)(O)O.C(O)(=O)C. The product is [CH3:20][C:2]1[N:8]([C:9]2[CH:14]=[CH:13][CH:12]=[C:11]([C:15]([F:18])([F:17])[F:16])[CH:10]=2)[C:6](=[O:7])[C:5](=[O:19])[NH:4][CH:3]=1. The yield is 0.740. (4) The reactants are [OH:1][N:2]=[C:3]([C:10]1[N:14]([CH3:15])[CH:13]=[N:12][CH:11]=1)[C:4]1[CH:9]=[CH:8][CH:7]=[CH:6][CH:5]=1.Cl[CH2:17][C:18]1[N:23]=[C:22]([NH2:24])[CH:21]=[CH:20][N:19]=1.C(=O)([O-])[O-].[Cs+].[Cs+].[I-].[K+]. The catalyst is C(#N)C. The product is [CH3:15][N:14]1[C:10]([C:3](=[N:2][O:1][CH2:17][C:18]2[N:23]=[C:22]([NH2:24])[CH:21]=[CH:20][N:19]=2)[C:4]2[CH:5]=[CH:6][CH:7]=[CH:8][CH:9]=2)=[CH:11][N:12]=[CH:13]1. The yield is 0.160. (5) The reactants are [CH3:1][S:2](Cl)(=[O:4])=[O:3].[NH2:6][C:7]1[CH:8]=[C:9]([CH:15]=[C:16]([N:18]2[CH2:23][CH2:22][O:21][CH2:20][CH2:19]2)[CH:17]=1)[C:10]([O:12][CH2:13][CH3:14])=[O:11].N1C=CC=CC=1. The catalyst is C1COCC1. The product is [CH3:1][S:2]([NH:6][C:7]1[CH:8]=[C:9]([CH:15]=[C:16]([N:18]2[CH2:19][CH2:20][O:21][CH2:22][CH2:23]2)[CH:17]=1)[C:10]([O:12][CH2:13][CH3:14])=[O:11])(=[O:4])=[O:3]. The yield is 0.890.